This data is from Cav3 T-type calcium channel HTS with 100,875 compounds. The task is: Binary Classification. Given a drug SMILES string, predict its activity (active/inactive) in a high-throughput screening assay against a specified biological target. (1) The drug is O(C(C(O)CC(O)CC(OC)OC)C)Cc1ccccc1. The result is 0 (inactive). (2) The drug is S(c1n(C2CCCCC2)c(nn1)Cc1cc2OCOc2cc1)CC(=O)NC(C)(C)C. The result is 0 (inactive).